From a dataset of Drug-target binding data from BindingDB using IC50 measurements. Regression. Given a target protein amino acid sequence and a drug SMILES string, predict the binding affinity score between them. We predict pIC50 (pIC50 = -log10(IC50 in M); higher means more potent). Dataset: bindingdb_ic50. (1) The drug is O=C(Nc1ccc(Cl)cc1C(=O)O)c1cccc(S(=O)(=O)N2CCc3ccccc3C2)c1. The target protein (P37231) has sequence MGETLGDSPIDPESDSFTDTLSANISQEMTMVDTEMPFWPTNFGISSVDLSVMEDHSHSFDIKPFTTVDFSSISTPHYEDIPFTRTDPVVADYKYDLKLQEYQSAIKVEPASPPYYSEKTQLYNKPHEEPSNSLMAIECRVCGDKASGFHYGVHACEGCKGFFRRTIRLKLIYDRCDLNCRIHKKSRNKCQYCRFQKCLAVGMSHNAIRFGRMPQAEKEKLLAEISSDIDQLNPESADLRALAKHLYDSYIKSFPLTKAKARAILTGKTTDKSPFVIYDMNSLMMGEDKIKFKHITPLQEQSKEVAIRIFQGCQFRSVEAVQEITEYAKSIPGFVNLDLNDQVTLLKYGVHEIIYTMLASLMNKDGVLISEGQGFMTREFLKSLRKPFGDFMEPKFEFAVKFNALELDDSDLAIFIAVIILSGDRPGLLNVKPIEDIQDNLLQALELQLKLNHPESSQLFAKLLQKMTDLRQIVTEHVQLLQVIKKTETDMSLHPLLQEI.... The pIC50 is 5.4. (2) The small molecule is CCOc1cccc(NC(=O)N2CCc3nc(-c4cccnc4)nc(-c4ccccc4C)c3C2)c1. The target protein (Q9ESG6) has sequence MNNSTTTDPPNQPCSWNTLITKQIIPVLYGMVFITGLLLNGISGWIFFYVPSSKSFIIYLKNIVVADFLMGLTFPFKVLGDSGLGPWQVNVFVCRVSAVIFYVNMYVSIVFFGLISFDRYYKIVKPLLTSIVQSVNYSKLLSVLVWMLMLLLAVPNIILTNQGVKEVTKIQCMELKNELGRKWHKASNYIFVSIFWVVFLLLIVFYTAITRKIFKSHLKSRKNSTSVKRKSSRNIFSIVLVFVVCFVPYHIARIPYTKSQTEGHYSCRTKETLLYAKEFTLLLSAANVCLDPIIYFFLCQPFREVLNKKLHMSLKVQNDLEVSKTKRENAIHESTDTL. The pIC50 is 6.4. (3) The small molecule is CO[C@@H](C)COC[C@H]1CN(C2CC2)C(=O)c2c(O)c(=O)c(-c3nnc(Cc4ccc(F)cc4)s3)cn21. The target protein (P12504) has sequence MENRWQVMIVWQVDRMRINTWKRLVKHHMYISRKAKDWFYRHHYESTNPKISSEVHIPLGDAKLVITTYWGLHTGERDWHLGQGVSIEWRKKRYSTQVDPDLADQLIHLHYFDCFSESAIRNTILGRIVSPRCEYQAGHNKVGSLQYLALAALIKPKQIKPPLPSVRKLTEDRWNKPQKTKGHRGSHTMNGH. The pIC50 is 7.9. (4) The small molecule is O=C1Cc2cc(Cc3ccc(C4CC4)cc3)ccc2C(=O)N1O. The target protein sequence is PISPITVPVKLKPGMDGPKVKQWPLTEEKIKALTEICTEMEKEGKIEKIGPENPYNTPVFAIKKKDSTKWRKVVDFRELNKRTQDFWEVQLGIPHPAGLKKKKSVTVLDVGDAYFSVPLDKDFRKYTAFTIPSINNETPGIRYQYNVLPQGWKGSPAIFQSSMTKILEPFRKQNPDIVIYQYMDDLYVGSDLEIEQHRAKIEELRQHLLRWGFTTPDKKHQKEPPFLWMGYELHPDKWTVQPIVLPEKDSWTVN. The pIC50 is 5.9. (5) The drug is COC(=O)[C@H](Cc1ccccc1)NC(=O)[C@H](Cc1ccccc1)NC(=O)[C@@H]1CCCN1C(=O)[C@@H](N)Cc1ccc(O)cc1. The target protein sequence is MDSGAVPGNASDCTDPFAQSTCSPAPSPGSWTNLSHLDGNLSDPCGPNRTDLVGSDSLCPPTGSPSMITAITIMALYSIVCVVGLFGNFLVMYVIVRYTKMKTATNIYIFNLALADALATSTLPFQSVNYLMGTWPFGTILCKIVISIDYYNMFTSIFTLCTMSVDRYIAVCHPVKALDFRTPRNAKIVNVCNWILSSAIGLPVMFMATTKYRNGSIDCTLTFSHPTWYWENLLKICVFIFAFIMPVLIITVCYGLMILRLKSVRMLSGSKEKDRNLRRITRMVLVVVAVFIVCWTPIHIYVIIKALITIPETTFQTVSWHFCIALGYTNSCLNPVLYAFLDENFKRCFREFCIPTSSTIEQQNSTRIRQNTRDHPSTANTVDRTNHQLENLEAETAPLP. The pIC50 is 7.4. (6) The drug is COc1ccc(C2=N[C@@H](C(=O)NO)CO2)cc1. The target protein (P0A725) has sequence MIKQRTLKRIVQATGVGLHTGKKVTLTLRPAPANTGVIYRRTDLNPPVDFPADAKSVRDTMLCTCLVNEHDVRISTVEHLNAALAGLGIDNIVIEVNAPEIPIMDGSAAPFVYLLLDAGIDELNCAKKFVRIKETVRVEDGDKWAEFKPYNGFSLDFTIDFNHPAIDSSNQRYAMNFSADAFMRQISRARTFGFMRDIEYLQSRGLCLGGSFDCAIVVDDYRVLNEDGLRFEDEFVRHKMLDAIGDLFMCGHNIIGAFTAYKSGHALNNKLLQAVLAKQEAWEYVTFQDDAELPLAFKAPSAVLA. The pIC50 is 5.5. (7) The small molecule is O=C(O)c1ccncc1NCC1CCCc2cc(OCC3CC3)ccc21. The target protein (Q9UGL1) has sequence MEAATTLHPGPRPALPLGGPGPLGEFLPPPECPVFEPSWEEFADPFAFIHKIRPIAEQTGICKVRPPPDWQPPFACDVDKLHFTPRIQRLNELEAQTRVKLNFLDQIAKYWELQGSTLKIPHVERKILDLFQLNKLVAEEGGFAVVCKDRKWTKIATKMGFAPGKAVGSHIRGHYERILNPYNLFLSGDSLRCLQKPNLTTDTKDKEYKPHDIPQRQSVQPSETCPPARRAKRMRAEAMNIKIEPEETTEARTHNLRRRMGCPTPKCENEKEMKSSIKQEPIERKDYIVENEKEKPKSRSKKATNAVDLYVCLLCGSGNDEDRLLLCDGCDDSYHTFCLIPPLHDVPKGDWRCPKCLAQECSKPQEAFGFEQAARDYTLRTFGEMADAFKSDYFNMPVHMVPTELVEKEFWRLVSTIEEDVTVEYGADIASKEFGSGFPVRDGKIKLSPEEEEYLDSGWNLNNMPVMEQSVLAHITADICGMKLPWLYVGMCFSSFCWHI.... The pIC50 is 6.3. (8) The pIC50 is 5.6. The compound is O=C(O)c1cc(O)c(O)c(OC(=O)c2cc(O)c(O)c(O)c2)c1. The target protein sequence is IPQETGRQTALFLLKLASRWPITHLHTDNGSNFTSQEVKMVAWWIGIEQSFGVPYNPQSQGVVEAMNHHLKNQISRIREQANTVETIVLVAVHCM. (9) The small molecule is COc1cccc(-c2noc(-c3ccoc3C)n2)c1. The target protein (P34707) has sequence MGGSSRRQRSTSATRRDDKRRRRQCFSSVADDEEETTSIYGVSSIFIWILATSSLILVISSPSSNTSIQSSSYDRITTKHLLDNISPTFKMYTDSNNRNFDEVNHQHQQEQDFNGQSKYDYPQFNRPMGLRWRDDQRMMEYFMSNGPVETVPVMPILTEHPPASPFGRGPSTERPTTSSRYEYSSPSLEDIDLIDVLWRSDIAGEKGTRQVAPADQYECDLQTLTEKSTVAPLTAEENARYEDLSKGFYNGFFESFNNNQYQQKHQQQQREQIKTPTLEHPTQKAELEDDLFDEDLAQLFEDVSREEGQLNQLFDNKQQHPVINNVSLSEGIVYNQANLTEMQEMRDSCNQVSISTIPTTSTAQPETLFNVTDSQTVEQWLPTEVVPNDVFPTSNYAYIGMQNDSLQAVVSNGQIDYDHSYQSTGQTPLSPLIIGSSGRQQQTQTSPGSVTVTATATQSLFDPYHSQRHSFSDCTTDSSSTCSRLSSESPRYTSESSTGT.... The pIC50 is 4.1.